From a dataset of P-glycoprotein inhibition data for predicting drug efflux from Broccatelli et al.. Regression/Classification. Given a drug SMILES string, predict its absorption, distribution, metabolism, or excretion properties. Task type varies by dataset: regression for continuous measurements (e.g., permeability, clearance, half-life) or binary classification for categorical outcomes (e.g., BBB penetration, CYP inhibition). Dataset: pgp_broccatelli. (1) The compound is CC(C)NC[C@H](O)COc1cccc2ccccc12. The result is 0 (non-inhibitor). (2) The compound is CC[C@H](C1=C([C@H](CC)c2ccccc2)OCCCN2CCN(CCCO1)CC2)c1ccccc1. The result is 0 (non-inhibitor). (3) The drug is CCC(=O)c1ccccc1OC[C@@H](O)CN1CCC(O)(c2ccccc2)CC1. The result is 1 (inhibitor). (4) The compound is CC(C)N(C[C@H](O)COc1ccc(O)cc1C(=O)CCc1ccccc1)C(C)C. The result is 1 (inhibitor). (5) The result is 0 (non-inhibitor). The drug is C[C@H](CCc1ccccc1)NC[C@@H](O)c1ccc(O)c(C(N)=O)c1. (6) The result is 1 (inhibitor). The compound is O[C@H](COc1ccccc1[C@H](O)CCc1ccccc1)CN1CCCCC1. (7) The compound is NC(=O)C1c2ccccc2C=Cc2ccccc21. The result is 0 (non-inhibitor).